From a dataset of Forward reaction prediction with 1.9M reactions from USPTO patents (1976-2016). Predict the product of the given reaction. Given the reactants Cl[C:2]1[CH:11]=[CH:10][C:9]2[C:4](=[C:5]([NH2:16])[N:6]=[C:7]3[CH:15]=[CH:14][CH:13]=[CH:12][C:8]3=2)[N:3]=1.[CH3:17][C:18]1(C)C(C)(C)OB(C=C)O1.C(=O)([O-])[O-].[K+].[K+], predict the reaction product. The product is: [CH:17]([C:2]1[CH:11]=[CH:10][C:9]2[C:4](=[C:5]([NH2:16])[N:6]=[C:7]3[CH:15]=[CH:14][CH:13]=[CH:12][C:8]3=2)[N:3]=1)=[CH2:18].